Task: Regression. Given a peptide amino acid sequence and an MHC pseudo amino acid sequence, predict their binding affinity value. This is MHC class I binding data.. Dataset: Peptide-MHC class I binding affinity with 185,985 pairs from IEDB/IMGT The peptide sequence is KDKNKWRMLI. The MHC is Mamu-B01 with pseudo-sequence Mamu-B01. The binding affinity (normalized) is 0.